Dataset: Reaction yield outcomes from USPTO patents with 853,638 reactions. Task: Predict the reaction yield, written as a fraction of the theoretical maximum amount of product (1.0 means a 100% yield; for example, 0.34 means a 34% yield). (1) The reactants are [NH2:1][CH2:2][C:3]1[CH:4]=[CH:5][C:6]([CH2:11][N:12]([CH2:23][C:24]2[C:29]([CH3:30])=[CH:28][C:27]([CH3:31])=[CH:26][N:25]=2)[CH:13]2[C:22]3[N:21]=[CH:20][CH:19]=[CH:18][C:17]=3[CH2:16][CH2:15][CH2:14]2)=[C:7]([CH2:9][OH:10])[CH:8]=1.[C:32]1([C@@H:38]([CH2:42][CH3:43])[C:39](O)=[O:40])[CH:37]=[CH:36][CH:35]=[CH:34][CH:33]=1.CCN=C=NCCCN(C)C.C1C=CC2N(O)N=NC=2C=1.CCN(C(C)C)C(C)C. The catalyst is C(Cl)Cl. The product is [CH3:30][C:29]1[C:24]([CH2:23][N:12]([CH2:11][C:6]2[CH:5]=[CH:4][C:3]([CH2:2][NH:1][C:39](=[O:40])[CH:38]([C:32]3[CH:37]=[CH:36][CH:35]=[CH:34][CH:33]=3)[CH2:42][CH3:43])=[CH:8][C:7]=2[CH2:9][OH:10])[CH:13]2[C:22]3[N:21]=[CH:20][CH:19]=[CH:18][C:17]=3[CH2:16][CH2:15][CH2:14]2)=[N:25][CH:26]=[C:27]([CH3:31])[CH:28]=1. The yield is 0.360. (2) The reactants are O.[NH2:2][NH2:3].[NH2:4][C:5]1[N:6]=[CH:7][C:8]([C:20]#[N:21])=[N:9][C:10]=1[C:11]1[O:12][C:13]([C:16]([CH3:19])([CH3:18])[CH3:17])=[N:14][N:15]=1. The catalyst is CC(O)C. The product is [NH2:4][C:5]1[N:6]=[CH:7][C:8](/[C:20](=[N:2]/[NH2:3])/[NH2:21])=[N:9][C:10]=1[C:11]1[O:12][C:13]([C:16]([CH3:18])([CH3:17])[CH3:19])=[N:14][N:15]=1. The yield is 0.790. (3) The reactants are [Br:1][C:2]1[S:6][C:5]([NH2:7])=[N:4][C:3]=1[CH3:8].[C:9](O[C:9]([O:11][C:12]([CH3:15])([CH3:14])[CH3:13])=[O:10])([O:11][C:12]([CH3:15])([CH3:14])[CH3:13])=[O:10].C[Si](C)(C)[N-][Si](C)(C)C.[Li+]. The catalyst is N1C=CC=CC=1.CCOC(C)=O. The product is [Br:1][C:2]1[S:6][C:5]([NH:7][C:9](=[O:10])[O:11][C:12]([CH3:15])([CH3:14])[CH3:13])=[N:4][C:3]=1[CH3:8]. The yield is 0.270. (4) The reactants are Br[C:2]1[CH:7]=[C:6]([F:8])[C:5]([F:9])=[CH:4][C:3]=1[S:10]([CH3:13])(=[O:12])=[O:11].[CH3:14][C:15]1([CH3:31])[C:19]([CH3:21])([CH3:20])[O:18][B:17]([B:17]2[O:18][C:19]([CH3:21])([CH3:20])[C:15]([CH3:31])([CH3:14])[O:16]2)[O:16]1.C([O-])(=O)C.[K+]. The catalyst is O1CCOCC1.O. The product is [F:9][C:5]1[C:6]([F:8])=[CH:7][C:2]([B:17]2[O:18][C:19]([CH3:21])([CH3:20])[C:15]([CH3:31])([CH3:14])[O:16]2)=[C:3]([S:10]([CH3:13])(=[O:12])=[O:11])[CH:4]=1. The yield is 0.746. (5) The reactants are [F:8][C:7]([F:10])([F:9])[C:6](O[C:6](=[O:11])[C:7]([F:10])([F:9])[F:8])=[O:11].[I:14][C:15]1[CH:20]=[CH:19][C:18]([CH:21]2[C:30]3[C:25](=[CH:26][C:27]([O:31][CH3:32])=[CH:28][CH:29]=3)[CH2:24][CH2:23][NH:22]2)=[CH:17][CH:16]=1.CCN(CC)CC. The catalyst is C(Cl)Cl. The product is [F:10][C:7]([F:8])([F:9])[C:6]([N:22]1[CH2:23][CH2:24][C:25]2[C:30](=[CH:29][CH:28]=[C:27]([O:31][CH3:32])[CH:26]=2)[CH:21]1[C:18]1[CH:17]=[CH:16][C:15]([I:14])=[CH:20][CH:19]=1)=[O:11]. The yield is 0.630. (6) The reactants are [Br:1][C:2]1[CH:9]=[C:8]([Br:10])[CH:7]=[C:4]([CH:5]=O)[C:3]=1[OH:11].[C:12](OC(=O)C)(=[O:14])[CH3:13].C(N(CC)CC)C. No catalyst specified. The product is [Br:10][C:8]1[CH:7]=[C:4]2[C:3](=[C:2]([Br:1])[CH:9]=1)[O:11][C:12](=[O:14])[CH:13]=[CH:5]2. The yield is 0.870. (7) The reactants are Br[C:2]1[CH:3]=[CH:4][C:5]2[C:11]3[S:12][C:13]([C:15]([N:17]([C:19]4[CH:20]=[C:21]([CH:37]=[CH:38][C:39]=4[Cl:40])[C:22]([N:24]4[CH2:29][CH2:28][N:27]([C:30]([O:32][C:33]([CH3:36])([CH3:35])[CH3:34])=[O:31])[CH2:26][CH2:25]4)=[O:23])[CH3:18])=[O:16])=[CH:14][C:10]=3[CH2:9][CH2:8][O:7][C:6]=2[CH:41]=1.CC1(C)C2C(=C(P(C3C=CC=CC=3)C3C=CC=CC=3)C=CC=2)[O:63][C:45]2C(P(C3C=CC=CC=3)C3C=CC=CC=3)=CC=CC1=2.[CH3:84][S:85]([CH2:88][CH2:89][NH2:90])(=[O:87])=[O:86].Cl.C([O-])([O-])=O.[Na+].[Na+]. The catalyst is C1(C)C=CC=CC=1.CC([O-])=O.CC([O-])=O.[Pd+2]. The product is [Cl:40][C:39]1[CH:38]=[CH:37][C:21]([C:22]([N:24]2[CH2:25][CH2:26][N:27]([C:30]([O:32][C:33]([CH3:36])([CH3:35])[CH3:34])=[O:31])[CH2:28][CH2:29]2)=[O:23])=[CH:20][C:19]=1[N:17]([CH3:18])[C:15]([C:13]1[S:12][C:11]2[C:5]3[CH:4]=[CH:3][C:2]([C:45](=[O:63])[NH:90][CH2:89][CH2:88][S:85]([CH3:84])(=[O:87])=[O:86])=[CH:41][C:6]=3[O:7][CH2:8][CH2:9][C:10]=2[CH:14]=1)=[O:16]. The yield is 0.630. (8) The product is [OH:28][NH:27][C:32](=[O:31])/[CH:33]=[CH:34]/[C:35]1[CH:11]=[CH:12][CH:13]=[CH:8][C:9]=1[NH:5][CH2:4][C:6]1[N:5]([CH2:4][CH2:3][O:2][CH3:1])[C:9]2[CH:10]=[CH:11][CH:12]=[CH:13][C:8]=2[N:7]=1. The yield is 0.130. The reactants are [CH3:1][O:2][CH2:3][CH2:4][N:5]1[C:9]2[CH:10]=[CH:11][CH:12]=[CH:13][C:8]=2[N:7]=[C:6]1NC1C=CC=CC=1/C=C/C(OC)=O.[NH2:27][OH:28].[OH-].[Na+].[O:31]1[CH2:35][CH2:34][CH2:33][CH2:32]1. The catalyst is CO. (9) The reactants are [CH2:1]([O:8][C@@H:9]1[CH2:13][CH2:12][CH2:11][C@H:10]1[NH:14][C:15]1[C:16]2[S:24][CH2:23][CH2:22][C:17]=2[N:18]=[C:19](Cl)[N:20]=1)[C:2]1[CH:7]=[CH:6][CH:5]=[CH:4][CH:3]=1.O[C:26]1[CH:31]=[CH:30][C:29]([N:32]2[CH2:37][CH2:36][NH:35][CH2:34][CH2:33]2)=[CH:28][CH:27]=1. The catalyst is O1CCOCC1. The product is [CH2:1]([O:8][C@@H:9]1[CH2:13][CH2:12][CH2:11][C@H:10]1[NH:14][C:15]1[C:16]2[S:24][CH2:23][CH2:22][C:17]=2[N:18]=[C:19]([N:35]2[CH2:36][CH2:37][N:32]([C:29]3[CH:30]=[CH:31][CH:26]=[CH:27][CH:28]=3)[CH2:33][CH2:34]2)[N:20]=1)[C:2]1[CH:7]=[CH:6][CH:5]=[CH:4][CH:3]=1. The yield is 0.890.